Dataset: Catalyst prediction with 721,799 reactions and 888 catalyst types from USPTO. Task: Predict which catalyst facilitates the given reaction. (1) Reactant: C[O:2][C:3]1[N:8]=[C:7]([O:9]C)[C:6]([C:11]2[CH:16]=[CH:15][CH:14]=[CH:13][CH:12]=2)=[CH:5][N:4]=1. Product: [C:11]1([C:6]2[C:7](=[O:9])[NH:8][C:3](=[O:2])[NH:4][CH:5]=2)[CH:12]=[CH:13][CH:14]=[CH:15][CH:16]=1. The catalyst class is: 33. (2) Reactant: [CH3:1][O:2][C:3]1[CH:4]=[C:5]([CH:9]2[NH:13][C:12]([CH3:15])([CH3:14])[CH2:11][O:10]2)[CH:6]=[CH:7][CH:8]=1.C([Li])CCC.[C:21](Cl)(=[O:28])[C:22]1[CH:27]=[CH:26][CH:25]=[CH:24][CH:23]=1. Product: [C:22]1([C:21]([C:4]2[C:5]([C:9]3[O:10][CH2:11][C:12]([CH3:15])([CH3:14])[N:13]=3)=[CH:6][CH:7]=[CH:8][C:3]=2[O:2][CH3:1])=[O:28])[CH:27]=[CH:26][CH:25]=[CH:24][CH:23]=1. The catalyst class is: 188. (3) Product: [CH2:23]([O:30][C:31]([NH:33][C@H:34]([C:38]([O:1][CH2:2][CH2:3][O:4][C:5]1[CH:6]=[CH:7][C:8]([C:9]([O:11][CH2:12][C:13]2[CH:14]=[CH:15][C:16]([O:19][CH3:20])=[CH:17][CH:18]=2)=[O:10])=[CH:21][CH:22]=1)=[O:39])[CH:35]([CH3:37])[CH3:36])=[O:32])[C:24]1[CH:29]=[CH:28][CH:27]=[CH:26][CH:25]=1. The catalyst class is: 119. Reactant: [OH:1][CH2:2][CH2:3][O:4][C:5]1[CH:22]=[CH:21][C:8]([C:9]([O:11][CH2:12][C:13]2[CH:18]=[CH:17][C:16]([O:19][CH3:20])=[CH:15][CH:14]=2)=[O:10])=[CH:7][CH:6]=1.[CH2:23]([O:30][C:31]([NH:33][C@H:34]([C:38](O)=[O:39])[CH:35]([CH3:37])[CH3:36])=[O:32])[C:24]1[CH:29]=[CH:28][CH:27]=[CH:26][CH:25]=1.C1(N=C=NC2CCCCC2)CCCCC1.